Dataset: HIV replication inhibition screening data with 41,000+ compounds from the AIDS Antiviral Screen. Task: Binary Classification. Given a drug SMILES string, predict its activity (active/inactive) in a high-throughput screening assay against a specified biological target. (1) The compound is O=c1c2ccccc2nc(NN=Cc2ccccc2O)n1-c1ccccc1. The result is 0 (inactive). (2) The result is 0 (inactive). The compound is Cn1c(COC(=O)Nc2ccccc2)c(COC(=O)Nc2ccccc2)c2ccc3ccccc3c21. (3) The molecule is COC(=O)c1cc2cc(O)c(O)cc2cn1. The result is 0 (inactive). (4) The compound is CC(C)C(NC(=O)C(N)CSSCC(N)C(=O)NC(C(=O)O)C(C)C)C(=O)O. The result is 0 (inactive).